From a dataset of Full USPTO retrosynthesis dataset with 1.9M reactions from patents (1976-2016). Predict the reactants needed to synthesize the given product. (1) Given the product [CH3:36][C:34]1[O:33][N:32]=[C:31]([C:30]2[N:20]3[N:19]=[C:18]([O:17][CH2:16][C:13]4[N:14]=[CH:15][C:10]([CH2:9][OH:8])=[CH:11][CH:12]=4)[C:27]4[C:22]([C:21]3=[N:28][N:29]=2)=[CH:23][CH:24]=[CH:25][CH:26]=4)[CH:35]=1, predict the reactants needed to synthesize it. The reactants are: [Si]([O:8][CH2:9][C:10]1[CH:11]=[CH:12][C:13]([CH2:16][O:17][C:18]2[C:27]3[C:22](=[CH:23][CH:24]=[CH:25][CH:26]=3)[C:21]3=[N:28][N:29]=[C:30]([C:31]4[CH:35]=[C:34]([CH3:36])[O:33][N:32]=4)[N:20]3[N:19]=2)=[N:14][CH:15]=1)(C(C)(C)C)(C)C. (2) Given the product [CH2:29]([O:28][C:26]([N:8]1[C:4]2[CH:3]=[C:2]([Cl:1])[C:21]([Cl:22])=[CH:20][C:5]=2[N:6]=[C:7]1[C:9]1[CH:14]=[CH:13][C:12]([O:15][CH3:16])=[C:11]([N+:17]([O-:19])=[O:18])[CH:10]=1)=[O:27])[C:30]1[CH:35]=[CH:34][CH:33]=[CH:32][CH:31]=1, predict the reactants needed to synthesize it. The reactants are: [Cl:1][C:2]1[C:21]([Cl:22])=[CH:20][C:5]2[NH:6][C:7]([C:9]3[CH:14]=[CH:13][C:12]([O:15][CH3:16])=[C:11]([N+:17]([O-:19])=[O:18])[CH:10]=3)=[N:8][C:4]=2[CH:3]=1.[H-].[Na+].Cl[C:26]([O:28][CH2:29][C:30]1[CH:35]=[CH:34][CH:33]=[CH:32][CH:31]=1)=[O:27].